From a dataset of Reaction yield outcomes from USPTO patents with 853,638 reactions. Predict the reaction yield, written as a fraction of the theoretical maximum amount of product (1.0 means a 100% yield; for example, 0.34 means a 34% yield). The reactants are C[O:2][C:3]1[C:10]([CH3:11])=[C:9]([O:12][CH3:13])[CH:8]=[CH:7][C:4]=1[CH:5]=[O:6].[Cl-].[Be+2].[Cl-].Cl. The catalyst is C1(C)C=CC=CC=1. The product is [OH:2][C:3]1[C:10]([CH3:11])=[C:9]([O:12][CH3:13])[CH:8]=[CH:7][C:4]=1[CH:5]=[O:6]. The yield is 0.990.